Dataset: Full USPTO retrosynthesis dataset with 1.9M reactions from patents (1976-2016). Task: Predict the reactants needed to synthesize the given product. (1) Given the product [C:26]([C:28]1[C:29](=[O:48])[N:30]([CH2:43][C:44]([O:46][CH3:47])=[O:45])[CH:31]=[C:32]([C:2]2[C:3]([CH3:25])=[CH:4][CH:5]=[C:6]([NH:8][C:9]([C:11]3([C:14]4[CH:24]=[CH:23][C:17]5[O:18][C:19]([F:21])([F:22])[O:20][C:16]=5[CH:15]=4)[CH2:12][CH2:13]3)=[O:10])[N:7]=2)[CH:33]=1)#[N:27], predict the reactants needed to synthesize it. The reactants are: Cl[C:2]1[N:7]=[C:6]([NH:8][C:9]([C:11]2([C:14]3[CH:24]=[CH:23][C:17]4[O:18][C:19]([F:22])([F:21])[O:20][C:16]=4[CH:15]=3)[CH2:13][CH2:12]2)=[O:10])[CH:5]=[CH:4][C:3]=1[CH3:25].[C:26]([C:28]1[C:29](=[O:48])[N:30]([CH2:43][C:44]([O:46][CH3:47])=[O:45])[CH:31]=[C:32](B2OC(C)(C)C(C)(C)O2)[CH:33]=1)#[N:27].C([O-])([O-])=O.[Na+].[Na+]. (2) Given the product [Br:1][C:2]1[CH:9]=[CH:8][C:5]([CH:6]2[O:10][CH2:11][C:12]([CH3:16])([CH3:14])[CH2:13][O:7]2)=[CH:4][CH:3]=1, predict the reactants needed to synthesize it. The reactants are: [Br:1][C:2]1[CH:9]=[CH:8][C:5]([CH:6]=[O:7])=[CH:4][CH:3]=1.[OH:10][CH2:11][C:12]([CH3:16])([CH2:14]O)[CH3:13]. (3) Given the product [F:14][CH:12]([F:13])[CH:11]([C:9]1[CH:8]=[CH:7][CH:6]=[C:5]2[C:10]=1[C:2]([F:18])([F:1])[C:3](=[O:17])[NH:4]2)[OH:16], predict the reactants needed to synthesize it. The reactants are: [F:1][C:2]1([F:18])[C:10]2[C:5](=[CH:6][CH:7]=[CH:8][C:9]=2[C:11](=[O:16])[C:12](F)([F:14])[F:13])[NH:4][C:3]1=[O:17].FC(F)C(C1C=CC=C2C=1C(F)(F)C(=O)N2)=O. (4) Given the product [OH:12][NH:13][C:7](=[NH:8])[C:6]1[CH:9]=[CH:10][C:3]([CH2:2][OH:1])=[CH:4][CH:5]=1, predict the reactants needed to synthesize it. The reactants are: [OH:1][CH2:2][C:3]1[CH:10]=[CH:9][C:6]([C:7]#[N:8])=[CH:5][CH:4]=1.Cl.[OH:12][NH2:13].C(=O)(O)[O-].[Na+]. (5) Given the product [NH:16]1[CH2:17][CH2:18][CH:13]([C:10]2[O:11][C:12]3[C:4]([C:1]([NH2:2])=[O:3])=[CH:5][CH:6]=[CH:7][C:8]=3[N:9]=2)[CH2:14][CH2:15]1, predict the reactants needed to synthesize it. The reactants are: [C:1]([C:4]1[C:12]2[O:11][C:10]([CH:13]3[CH2:18][CH2:17][N:16](C(OCC4C=CC=CC=4)=O)[CH2:15][CH2:14]3)=[N:9][C:8]=2[CH:7]=[CH:6][CH:5]=1)(=[O:3])[NH2:2].[H][H].